Dataset: TCR-epitope binding with 47,182 pairs between 192 epitopes and 23,139 TCRs. Task: Binary Classification. Given a T-cell receptor sequence (or CDR3 region) and an epitope sequence, predict whether binding occurs between them. (1) The epitope is YLNTLTLAV. The TCR CDR3 sequence is CASLRSTSGVIDEQFF. Result: 0 (the TCR does not bind to the epitope). (2) The epitope is FVDGVPFVV. The TCR CDR3 sequence is CASSYSRGNEQYF. Result: 1 (the TCR binds to the epitope). (3) The epitope is GILGFVFTL. The TCR CDR3 sequence is CASSYFGLAFQETQYF. Result: 1 (the TCR binds to the epitope). (4) The epitope is FLNGSCGSV. The TCR CDR3 sequence is CASSWTGSEQYF. Result: 1 (the TCR binds to the epitope). (5) The epitope is KLVALGINAV. The TCR CDR3 sequence is CASSYNIAGELFF. Result: 1 (the TCR binds to the epitope). (6) The epitope is ALSKGVHFV. The TCR CDR3 sequence is CSVEGDPNTQFF. Result: 1 (the TCR binds to the epitope). (7) The epitope is FLPRVFSAV. The TCR CDR3 sequence is CASSRSGGSQETQYF. Result: 1 (the TCR binds to the epitope).